From a dataset of Forward reaction prediction with 1.9M reactions from USPTO patents (1976-2016). Predict the product of the given reaction. (1) Given the reactants [Li+].CC([N-]C(C)C)C.[CH3:9][CH2:10][O:11][C:12]([CH3:14])=[O:13].[CH:15]1([C:20](=[O:33])[CH2:21][CH2:22][NH:23][C:24](=[O:32])[CH2:25][CH2:26][C:27]2[O:28][CH:29]=[CH:30][CH:31]=2)[CH2:19][CH2:18][CH2:17][CH2:16]1, predict the reaction product. The product is: [CH2:10]([O:11][C:12](=[O:13])[CH2:14][C:20]([CH:15]1[CH2:19][CH2:18][CH2:17][CH2:16]1)([OH:33])[CH2:21][CH2:22][NH:23][C:24](=[O:32])[CH2:25][CH2:26][C:27]1[O:28][CH:29]=[CH:30][CH:31]=1)[CH3:9]. (2) Given the reactants [C:1]1([S:7]([C:10]2[CH:11]=[CH:12][C:13]([CH2:20][CH2:21][CH3:22])=[C:14]([S:16](Cl)(=[O:18])=[O:17])[CH:15]=2)(=[O:9])=[O:8])[CH:6]=[CH:5][CH:4]=[CH:3][CH:2]=1.[NH2:23][CH:24]1[CH2:29][CH2:28][N:27]([C:30]([O:32][C:33]([CH3:36])([CH3:35])[CH3:34])=[O:31])[CH2:26][CH2:25]1, predict the reaction product. The product is: [C:1]1([S:7]([C:10]2[CH:11]=[CH:12][C:13]([CH2:20][CH2:21][CH3:22])=[C:14]([S:16]([NH:23][CH:24]3[CH2:25][CH2:26][N:27]([C:30]([O:32][C:33]([CH3:36])([CH3:35])[CH3:34])=[O:31])[CH2:28][CH2:29]3)(=[O:18])=[O:17])[CH:15]=2)(=[O:9])=[O:8])[CH:6]=[CH:5][CH:4]=[CH:3][CH:2]=1. (3) Given the reactants [Br:1][C:2]1[CH:3]=[C:4]([N:11]2[CH2:16][CH2:15][O:14][CH2:13][CH2:12]2)[CH:5]=[N:6][C:7]=1[N+:8]([O-])=O.O.Cl[Sn]Cl, predict the reaction product. The product is: [Br:1][C:2]1[C:7]([NH2:8])=[N:6][CH:5]=[C:4]([N:11]2[CH2:12][CH2:13][O:14][CH2:15][CH2:16]2)[CH:3]=1.